Dataset: Full USPTO retrosynthesis dataset with 1.9M reactions from patents (1976-2016). Task: Predict the reactants needed to synthesize the given product. Given the product [F:44][C:26]1([F:25])[CH2:31][N:30]([C:53]([C:51]2[N:52]=[C:48]([CH:45]([CH3:47])[CH3:46])[S:49][CH:50]=2)=[O:54])[CH2:29][C:28]2([CH2:32][CH2:33][N:34]([C:37]([O:39][C:40]([CH3:41])([CH3:43])[CH3:42])=[O:38])[CH2:35][CH2:36]2)[O:27]1, predict the reactants needed to synthesize it. The reactants are: CN(C(ON1N=NC2C=CC=NC1=2)=[N+](C)C)C.F[P-](F)(F)(F)(F)F.[F:25][C:26]1([F:44])[CH2:31][NH:30][CH2:29][C:28]2([CH2:36][CH2:35][N:34]([C:37]([O:39][C:40]([CH3:43])([CH3:42])[CH3:41])=[O:38])[CH2:33][CH2:32]2)[O:27]1.[CH:45]([C:48]1[S:49][CH:50]=[C:51]([C:53](O)=[O:54])[N:52]=1)([CH3:47])[CH3:46].C(N(CC)CC)C.